The task is: Predict the product of the given reaction.. This data is from Forward reaction prediction with 1.9M reactions from USPTO patents (1976-2016). (1) Given the reactants Br[C:2]1[CH:3]=[CH:4][C:5]2[S:9][C:8]([CH2:10][O:11][C:12]3[C:13]([F:22])=[C:14]([C:18]([F:21])=[CH:19][CH:20]=3)[C:15]([NH2:17])=[O:16])=[N:7][C:6]=2[CH:23]=1.O.[CH3:25][O:26][C:27]1[CH:28]=[C:29](B(O)O)[CH:30]=[CH:31][CH:32]=1.[O-]P([O-])([O-])=O.[K+].[K+].[K+], predict the reaction product. The product is: [F:22][C:13]1[C:12]([O:11][CH2:10][C:8]2[S:9][C:5]3[CH:4]=[CH:3][C:2]([C:31]4[CH:30]=[CH:29][CH:28]=[C:27]([O:26][CH3:25])[CH:32]=4)=[CH:23][C:6]=3[N:7]=2)=[CH:20][CH:19]=[C:18]([F:21])[C:14]=1[C:15]([NH2:17])=[O:16]. (2) The product is: [NH2:24][C@:20]1([CH2:21][OH:22])[CH2:26][CH2:27][C@@H:18]([C:13]2[CH:12]=[CH:11][C:10]3[CH2:9][CH:8]([CH2:7][CH2:6][CH2:5][CH2:4][CH2:3][O:2][CH3:1])[CH2:17][CH2:16][C:15]=3[CH:14]=2)[CH2:19]1. Given the reactants [CH3:1][O:2][CH2:3][CH2:4][CH2:5][CH2:6][CH2:7][CH:8]1[CH2:17][CH2:16][C:15]2[CH:14]=[C:13]([C@@H:18]3[CH2:27][CH2:26][C@@:20]4([NH:24]C(=O)[O:22][CH2:21]4)[CH2:19]3)[CH:12]=[CH:11][C:10]=2[CH2:9]1.[OH-].[Na+], predict the reaction product. (3) Given the reactants [F:1][C:2]1[CH:7]=[CH:6][C:5]([F:8])=[C:4]([O:9][CH2:10][CH2:11][CH2:12][CH2:13][CH2:14][CH3:15])[C:3]=1[O:16][CH2:17][CH2:18][CH2:19][CH2:20][CH2:21][CH3:22].C([Li])CCC.C[O:29][B:30](OC)[O:31]C, predict the reaction product. The product is: [F:1][C:2]1[C:3]([O:16][CH2:17][CH2:18][CH2:19][CH2:20][CH2:21][CH3:22])=[C:4]([O:9][CH2:10][CH2:11][CH2:12][CH2:13][CH2:14][CH3:15])[C:5]([F:8])=[CH:6][C:7]=1[B:30]([OH:31])[OH:29]. (4) Given the reactants [Br:1][C:2]1[N:3]=[C:4]([C:7]([OH:9])=O)[S:5][CH:6]=1.Cl.[F:11][C:12]([F:17])([F:16])[C@@H:13]([NH2:15])[CH3:14].CCN(CC)CC, predict the reaction product. The product is: [Br:1][C:2]1[N:3]=[C:4]([C:7]([NH:15][C@@H:13]([CH3:14])[C:12]([F:17])([F:16])[F:11])=[O:9])[S:5][CH:6]=1.